Dataset: Reaction yield outcomes from USPTO patents with 853,638 reactions. Task: Predict the reaction yield, written as a fraction of the theoretical maximum amount of product (1.0 means a 100% yield; for example, 0.34 means a 34% yield). The reactants are [F:1][C:2]1[C:22]([F:23])=[C:21]([Si](C)(C)C)[CH:20]=[C:19]([CH3:28])[C:3]=1[C:4]([C@@H:6]1[CH2:11][CH2:10][CH2:9][N:8]([C:12]([O:14][C:15]([CH3:18])([CH3:17])[CH3:16])=[O:13])[CH2:7]1)=[O:5].CCN(CC)CC.C(O)=O. The product is [F:1][C:2]1[C:22]([F:23])=[CH:21][CH:20]=[C:19]([CH3:28])[C:3]=1[C:4]([C@@H:6]1[CH2:11][CH2:10][CH2:9][N:8]([C:12]([O:14][C:15]([CH3:17])([CH3:18])[CH3:16])=[O:13])[CH2:7]1)=[O:5]. The yield is 0.610. The catalyst is C1COCC1.[Cl-].[Na+].O.